This data is from Reaction yield outcomes from USPTO patents with 853,638 reactions. The task is: Predict the reaction yield, written as a fraction of the theoretical maximum amount of product (1.0 means a 100% yield; for example, 0.34 means a 34% yield). (1) The reactants are [I:1][C:2]1[C:11]2[C:6](=[CH:7][CH:8]=[CH:9][CH:10]=2)[CH:5]=[C:4]([OH:12])[CH:3]=1.[C:13]([C@@H:17]1[CH2:22][CH2:21][C@H:20](O)[CH2:19][CH2:18]1)([CH3:16])([CH3:15])[CH3:14].C1(P(C2C=CC=CC=2)C2C=CC=CC=2)C=CC=CC=1.N(C(OC(C)C)=O)=NC(OC(C)C)=O. The catalyst is C1(C)C=CC=CC=1. The product is [C:13]([C@H:17]1[CH2:22][CH2:21][C@H:20]([O:12][C:4]2[CH:3]=[C:2]([I:1])[C:11]3[C:6]([CH:5]=2)=[CH:7][CH:8]=[CH:9][CH:10]=3)[CH2:19][CH2:18]1)([CH3:16])([CH3:15])[CH3:14]. The yield is 0.440. (2) The reactants are I[CH2:2][C@@H:3]([CH3:18])[CH2:4][N:5]1[C:10]2[CH:11]=[C:12]([O:15][CH3:16])[CH:13]=[CH:14][C:9]=2[O:8][CH2:7][C:6]1=[O:17].[CH2:19]([CH:24]1[CH2:30][CH:29]2[NH:31][CH:26]([CH2:27][CH2:28]2)[CH2:25]1)[CH2:20][CH2:21][CH2:22][CH3:23]. The catalyst is CCCCCCC.CCOC(C)=O. The product is [CH3:16][O:15][C:12]1[CH:13]=[CH:14][C:9]2[O:8][CH2:7][C:6](=[O:17])[N:5]([CH2:4][C@H:3]([CH3:18])[CH2:2][N:31]3[CH:26]4[CH2:27][CH2:28][CH:29]3[CH2:30][CH:24]([CH2:19][CH2:20][CH2:21][CH2:22][CH3:23])[CH2:25]4)[C:10]=2[CH:11]=1. The yield is 0.390. (3) The reactants are [Br:1][C:2]1[CH:3]=[CH:4][C:5]([OH:10])=[C:6]([CH:9]=1)[CH:7]=[O:8].C(=O)([O-])[O-].[K+].[K+].Br[CH:18]([CH3:24])[C:19]([O:21]CC)=[O:20]. The catalyst is C(#N)C. The product is [Br:1][C:2]1[CH:3]=[CH:4][C:5]([O:10][CH:18]([CH3:24])[C:19]([OH:21])=[O:20])=[C:6]([CH:7]=[O:8])[CH:9]=1. The yield is 0.800. (4) The reactants are [S:1]1[CH:5]=[CH:4][C:3]([C:6](Cl)=[O:7])=[CH:2]1.Cl.[CH3:10][NH:11][O:12][CH3:13].C(N(CC)CC)C.O. The catalyst is ClCCl. The product is [CH3:13][O:12][N:11]([CH3:10])[C:6]([C:3]1[CH:4]=[CH:5][S:1][CH:2]=1)=[O:7]. The yield is 0.900. (5) The reactants are C[C:2]1(C)[O:7][CH2:6][C:5]2=[CH:8][C:9]([NH:11][C:12]3[C:13](=[O:28])[N:14]([CH3:27])[CH:15]=[C:16](B4OC(C)(C)C(C)(C)O4)[CH:17]=3)=[N:10][N:4]2[CH2:3]1.[Br:30]C1C(=O)N(C)C=C(Br)C=1. No catalyst specified. The product is [Br:30][C:16]1[CH:17]=[C:12]([NH:11][C:9]2[CH:8]=[C:5]([CH2:6][O:7][CH3:2])[N:4]([CH3:3])[N:10]=2)[C:13](=[O:28])[N:14]([CH3:27])[CH:15]=1. The yield is 0.710. (6) The reactants are Br[C:2]1[CH:7]=[CH:6][C:5]([F:8])=[CH:4][C:3]=1[O:9][CH3:10].[C:11]([Cu])#[N:12].[NH4+].[OH-]. The catalyst is CN1CCCC1=O. The product is [F:8][C:5]1[CH:6]=[CH:7][C:2]([C:11]#[N:12])=[C:3]([O:9][CH3:10])[CH:4]=1. The yield is 0.850. (7) The reactants are [CH3:1][N:2]([CH3:19])[CH2:3][CH2:4][O:5][C:6]1[CH:11]=[CH:10][C:9]([NH2:12])=[CH:8][C:7]=1[C:13]1[N:14]([CH3:18])[N:15]=[CH:16][CH:17]=1.[CH3:20][O:21][C:22]1[CH:23]=[C:24]([N:28]=[C:29]=[O:30])[CH:25]=[CH:26][CH:27]=1. No catalyst specified. The product is [CH3:1][N:2]([CH3:19])[CH2:3][CH2:4][O:5][C:6]1[CH:11]=[CH:10][C:9]([NH:12][C:29]([NH:28][C:24]2[CH:25]=[CH:26][CH:27]=[C:22]([O:21][CH3:20])[CH:23]=2)=[O:30])=[CH:8][C:7]=1[C:13]1[N:14]([CH3:18])[N:15]=[CH:16][CH:17]=1. The yield is 0.711.